Predict which catalyst facilitates the given reaction. From a dataset of Catalyst prediction with 721,799 reactions and 888 catalyst types from USPTO. (1) Reactant: Cl[C:2]1[N:3]=[CH:4][C:5]2[N:11]([CH3:12])[C:10](=[O:13])[CH2:9][CH2:8][N:7]([CH:14]3[CH2:18][CH2:17][CH2:16][CH2:15]3)[C:6]=2[N:19]=1.[NH2:20][CH:21]1[CH2:26][CH2:25][N:24]([C:27]([O:29][CH2:30][CH3:31])=[O:28])[CH2:23][CH2:22]1.C(N(C(C)C)CC)(C)C. Product: [CH:14]1([N:7]2[CH2:8][CH2:9][C:10](=[O:13])[N:11]([CH3:12])[C:5]3[CH:4]=[N:3][C:2]([NH:20][CH:21]4[CH2:22][CH2:23][N:24]([C:27]([O:29][CH2:30][CH3:31])=[O:28])[CH2:25][CH2:26]4)=[N:19][C:6]2=3)[CH2:18][CH2:17][CH2:16][CH2:15]1. The catalyst class is: 32. (2) Reactant: [OH:1][C:2]1[CH:3]=[C:4]([CH2:8][NH:9][C:10](=[O:18])[C:11]2[CH:16]=[CH:15][CH:14]=[N:13][C:12]=2[NH2:17])[CH:5]=[CH:6][CH:7]=1.I[CH2:20][CH2:21][CH2:22][CH3:23].C(=O)([O-])[O-].[Cs+].[Cs+].CN(C=O)C. Product: [CH2:20]([O:1][C:2]1[CH:3]=[C:4]([CH2:8][NH:9][C:10](=[O:18])[C:11]2[CH:16]=[CH:15][CH:14]=[N:13][C:12]=2[NH2:17])[CH:5]=[CH:6][CH:7]=1)[CH2:21][CH2:22][CH3:23]. The catalyst class is: 6. (3) Reactant: Br[C:2]1[C:7]([NH:8][C:9](=[O:15])[O:10][C:11]([CH3:14])([CH3:13])[CH3:12])=[CH:6][CH:5]=[CH:4][N:3]=1.[Li]CCCC.[F:21][C:22]([F:36])([F:35])[C:23]1[CH:24]=[C:25]([C:29]2([CH:33]=[O:34])[CH2:32][CH2:31][CH2:30]2)[CH:26]=[CH:27][CH:28]=1. Product: [OH:34][CH:33]([C:29]1([C:25]2[CH:26]=[CH:27][CH:28]=[C:23]([C:22]([F:21])([F:35])[F:36])[CH:24]=2)[CH2:30][CH2:31][CH2:32]1)[C:2]1[C:7]([NH:8][C:9](=[O:15])[O:10][C:11]([CH3:14])([CH3:13])[CH3:12])=[CH:6][CH:5]=[CH:4][N:3]=1. The catalyst class is: 1. (4) Reactant: [C:1]([O:5][C:6](=[O:30])[CH2:7][CH2:8][N:9]([C:23]([O:25][C:26]([CH3:29])([CH3:28])[CH3:27])=[O:24])[CH2:10][C:11]([N:13]1[C:21]2[C:16](=[CH:17][C:18]([OH:22])=[CH:19][CH:20]=2)[CH2:15][CH2:14]1)=[O:12])([CH3:4])([CH3:3])[CH3:2].Cl[CH2:32][C:33]1[CH:38]=[CH:37][C:36]([CH2:39][CH2:40][CH3:41])=[C:35]([C:42]([F:45])([F:44])[F:43])[CH:34]=1.C(=O)([O-])[O-].[K+].[K+]. Product: [C:1]([O:5][C:6](=[O:30])[CH2:7][CH2:8][N:9]([C:23]([O:25][C:26]([CH3:29])([CH3:28])[CH3:27])=[O:24])[CH2:10][C:11]([N:13]1[C:21]2[C:16](=[CH:17][C:18]([O:22][CH2:32][C:33]3[CH:38]=[CH:37][C:36]([CH2:39][CH2:40][CH3:41])=[C:35]([C:42]([F:43])([F:45])[F:44])[CH:34]=3)=[CH:19][CH:20]=2)[CH2:15][CH2:14]1)=[O:12])([CH3:4])([CH3:3])[CH3:2]. The catalyst class is: 3. (5) Reactant: [Cl:1][C:2]1[CH:7]=[CH:6][C:5]([N:8]([C@H:12]2[C:21]3[C:16](=[CH:17][CH:18]=[CH:19][CH:20]=3)[N:15]([C:22](=[O:30])[C:23]3[CH:28]=[CH:27][C:26]([OH:29])=[CH:25][CH:24]=3)[C@@H:14]([CH3:31])[CH2:13]2)[C:9](=[O:11])[CH3:10])=[CH:4][CH:3]=1.C([O-])([O-])=O.[K+].[K+].Br[CH2:39][CH2:40][N:41]1[CH:45]=[CH:44][CH:43]=[CH:42]1. Product: [Cl:1][C:2]1[CH:3]=[CH:4][C:5]([N:8]([C@H:12]2[C:21]3[C:16](=[CH:17][CH:18]=[CH:19][CH:20]=3)[N:15]([C:22](=[O:30])[C:23]3[CH:24]=[CH:25][C:26]([O:29][CH2:39][CH2:40][N:41]4[CH:45]=[CH:44][CH:43]=[CH:42]4)=[CH:27][CH:28]=3)[C@@H:14]([CH3:31])[CH2:13]2)[C:9](=[O:11])[CH3:10])=[CH:6][CH:7]=1. The catalyst class is: 3.